From a dataset of Forward reaction prediction with 1.9M reactions from USPTO patents (1976-2016). Predict the product of the given reaction. (1) The product is: [N:8]1[CH:9]=[CH:10][CH:11]=[CH:12][C:7]=1[C:4]1[CH:5]=[CH:6][C:1]([C:13]([OH:15])=[O:20])=[CH:2][CH:3]=1. Given the reactants [C:1]1([CH3:13])[CH:6]=[CH:5][C:4]([C:7]2[CH:12]=[CH:11][CH:10]=[CH:9][N:8]=2)=[CH:3][CH:2]=1.[Mn]([O-])(=O)(=O)=[O:15].[K+].[OH2:20], predict the reaction product. (2) Given the reactants I[C:2]1[CH:7]=[C:6]([N+:8]([O-:10])=[O:9])[C:5]([C:11]([F:14])([F:13])[F:12])=[CH:4][C:3]=1[NH:15][S:16]([CH3:19])(=[O:18])=[O:17].[CH3:20][C:21]([C:23]#[CH:24])=[CH2:22], predict the reaction product. The product is: [C:21]([C:23]1[N:15]([S:16]([CH3:19])(=[O:18])=[O:17])[C:3]2[C:2]([CH:24]=1)=[CH:7][C:6]([N+:8]([O-:10])=[O:9])=[C:5]([C:11]([F:14])([F:13])[F:12])[CH:4]=2)([CH3:22])=[CH2:20]. (3) The product is: [Br:1][C:2]1[CH:7]=[CH:6][C:5]([CH2:8][Br:17])=[C:4]([Cl:9])[CH:3]=1. Given the reactants [Br:1][C:2]1[CH:7]=[CH:6][C:5]([CH3:8])=[C:4]([Cl:9])[CH:3]=1.C1C(=O)N([Br:17])C(=O)C1, predict the reaction product. (4) Given the reactants CN(C(O[N:9]1N=NC2C=[CH:13][CH:14]=[CH:15][C:10]1=2)=[N+](C)C)C.[B-](F)(F)(F)F.CN1CCOCC1.[Cl:30][C:31]1[S:35][C:34]([C:36]2[N:37]=[C:38]([N:46]3[C:54]4[C:49](=[CH:50][CH:51]=[C:52]([O:55][CH2:56][C:57]([OH:59])=O)[CH:53]=4)[CH2:48][CH2:47]3)[C:39]3[CH2:44][S:43](=[O:45])[CH2:42][C:40]=3[N:41]=2)=[CH:33][CH:32]=1.N1CCCC1, predict the reaction product. The product is: [Cl:30][C:31]1[S:35][C:34]([C:36]2[N:37]=[C:38]([N:46]3[C:54]4[C:49](=[CH:50][CH:51]=[C:52]([O:55][CH2:56][C:57]([N:9]5[CH2:10][CH2:15][CH2:14][CH2:13]5)=[O:59])[CH:53]=4)[CH2:48][CH2:47]3)[C:39]3[CH2:44][S:43](=[O:45])[CH2:42][C:40]=3[N:41]=2)=[CH:33][CH:32]=1. (5) Given the reactants [CH2:1]([O:19][CH:20]1[CH:24]([O:25][CH2:26][CH2:27][CH2:28][CH2:29][CH2:30][CH2:31][CH2:32][CH3:33])[CH2:23][N:22]([C:34](OCC2C=CC=CC=2)=O)[CH2:21]1)[CH2:2][CH2:3][CH2:4][CH2:5][CH2:6][CH2:7][CH2:8]/[CH:9]=[CH:10]\[CH2:11]/[CH:12]=[CH:13]\[CH2:14][CH2:15][CH2:16][CH2:17][CH3:18].[H-].[Al+3].[Li+].[H-].[H-].[H-].C([O-])([O-])=O.[K+].[K+].CC(OC)(C)C, predict the reaction product. The product is: [CH3:34][N:22]1[CH2:23][C@H:24]([O:25][CH2:26][CH2:27][CH2:28][CH2:29][CH2:30][CH2:31][CH2:32][CH3:33])[C@H:20]([O:19][CH2:1][CH2:2][CH2:3][CH2:4][CH2:5][CH2:6][CH2:7][CH2:8]/[CH:9]=[CH:10]\[CH2:11]/[CH:12]=[CH:13]\[CH2:14][CH2:15][CH2:16][CH2:17][CH3:18])[CH2:21]1. (6) Given the reactants I[C:2]1[CH:7]=[CH:6][C:5]([I:8])=[CH:4][CH:3]=1.[CH3:9][N:10]1[CH2:15][CH2:14][NH:13][C:12](=[O:16])[CH2:11]1.CN[C@H]1CC[C@H](NC)CC1.[O-]P([O-])([O-])=O.[K+].[K+].[K+], predict the reaction product. The product is: [I:8][C:5]1[CH:6]=[CH:7][C:2]([N:13]2[CH2:14][CH2:15][N:10]([CH3:9])[CH2:11][C:12]2=[O:16])=[CH:3][CH:4]=1. (7) Given the reactants [CH2:1]([O:8][C:9]([N:11]([CH2:15][CH2:16][CH:17]1[C:25]2[C:20](=[CH:21][CH:22]=[CH:23][CH:24]=2)[NH:19][C:18]1=[O:26])[CH2:12][CH2:13][OH:14])=[O:10])[C:2]1[CH:7]=[CH:6][CH:5]=[CH:4][CH:3]=1.C(N(CC)CC)C.[CH3:34][S:35](Cl)(=[O:37])=[O:36].O, predict the reaction product. The product is: [CH2:1]([O:8][C:9]([N:11]([CH2:15][CH2:16][CH:17]1[C:25]2[C:20](=[CH:21][CH:22]=[CH:23][CH:24]=2)[NH:19][C:18]1=[O:26])[CH2:12][CH2:13][O:14][S:35]([CH3:34])(=[O:37])=[O:36])=[O:10])[C:2]1[CH:7]=[CH:6][CH:5]=[CH:4][CH:3]=1. (8) Given the reactants [O:1]([C:9]1[CH:10]=[C:11]([C@@H:23]([OH:28])[CH2:24][N+:25]([O-])=O)[CH:12]=[CH:13][C:14]=1[O:15][Si:16]([C:19]([CH3:22])([CH3:21])[CH3:20])([CH3:18])[CH3:17])[Si:2]([C:5]([CH3:8])([CH3:7])[CH3:6])([CH3:4])[CH3:3].[H][H], predict the reaction product. The product is: [O:1]([C:9]1[CH:10]=[C:11]([C@@H:23]([OH:28])[CH2:24][NH2:25])[CH:12]=[CH:13][C:14]=1[O:15][Si:16]([C:19]([CH3:21])([CH3:20])[CH3:22])([CH3:18])[CH3:17])[Si:2]([C:5]([CH3:8])([CH3:6])[CH3:7])([CH3:4])[CH3:3]. (9) The product is: [CH2:10]([O:12][C:13](=[O:16])[CH2:14][S:7][C:1]1[CH:6]=[CH:5][CH:4]=[CH:3][CH:2]=1)[CH3:11]. Given the reactants [C:1]1([SH:7])[CH:6]=[CH:5][CH:4]=[CH:3][CH:2]=1.[H-].[Na+].[CH2:10]([O:12][C:13](=[O:16])[CH2:14]Br)[CH3:11], predict the reaction product.